The task is: Predict the reactants needed to synthesize the given product.. This data is from Full USPTO retrosynthesis dataset with 1.9M reactions from patents (1976-2016). (1) Given the product [F:1][C:2]1[CH:10]=[CH:9][CH:8]=[C:7]2[C:3]=1[C:4]([CH2:12][NH:15][CH3:14])=[CH:5][N:6]2[CH3:11], predict the reactants needed to synthesize it. The reactants are: [F:1][C:2]1[CH:10]=[CH:9][CH:8]=[C:7]2[C:3]=1[C:4]([CH:12]=O)=[CH:5][N:6]2[CH3:11].[CH3:14][N:15]1C2C(=CC=CC=2)C(C)=C1C=O. (2) Given the product [C:45]([O:44][C:42]([N:40]1[CH2:41][CH:38]([N:36]2[CH:37]=[C:33]([C:2]3[C:3]([O:17][C:18]4[CH:19]=[CH:20][C:21]([F:24])=[CH:22][CH:23]=4)=[C:4]4[C:9](=[CH:10][CH:11]=3)[N:8]([C:12]([O:14][CH3:15])=[O:13])[C@@H:7]([CH3:16])[CH2:6][CH2:5]4)[CH:34]=[N:35]2)[CH2:39]1)=[O:43])([CH3:48])([CH3:46])[CH3:47], predict the reactants needed to synthesize it. The reactants are: Br[C:2]1[C:3]([O:17][C:18]2[CH:23]=[CH:22][C:21]([F:24])=[CH:20][CH:19]=2)=[C:4]2[C:9](=[CH:10][CH:11]=1)[N:8]([C:12]([O:14][CH3:15])=[O:13])[C@@H:7]([CH3:16])[CH2:6][CH2:5]2.CC1(C)C(C)(C)OB([C:33]2[CH:34]=[N:35][N:36]([CH:38]3[CH2:41][N:40]([C:42]([O:44][C:45]([CH3:48])([CH3:47])[CH3:46])=[O:43])[CH2:39]3)[CH:37]=2)O1.C(=O)([O-])[O-].[Cs+].[Cs+]. (3) Given the product [F:69][C:56]1[CH:55]=[C:54]([C:29]2[CH:34]=[N:33][C:32]([N:8]3[CH2:7][CH2:6][N:5]([C:9]4[CH:14]=[CH:13][C:12]([C:15]([F:17])([F:18])[F:16])=[CH:11][N:10]=4)[CH2:4][CH:3]3[C:2]([F:1])([F:19])[F:20])=[CH:31][CH:30]=2)[CH:59]=[CH:58][C:57]=1[N:60]1[C:64](=[O:65])[N:63]([CH2:66][CH2:67][CH3:68])[N:62]=[CH:61]1, predict the reactants needed to synthesize it. The reactants are: [F:1][C:2]([F:20])([F:19])[CH:3]1[NH:8][CH2:7][CH2:6][N:5]([C:9]2[CH:14]=[CH:13][C:12]([C:15]([F:18])([F:17])[F:16])=[CH:11][N:10]=2)[CH2:4]1.CC1(C)C(C)(C)OB([C:29]2[CH:30]=[CH:31][C:32](N3CCN(C(OC(C)(C)C)=O)CC3C(F)(F)F)=[N:33][CH:34]=2)O1.Br[C:54]1[CH:59]=[CH:58][C:57]([N:60]2[C:64](=[O:65])[N:63]([CH2:66][CH2:67][CH3:68])[N:62]=[CH:61]2)=[C:56]([F:69])[CH:55]=1.